From a dataset of Catalyst prediction with 721,799 reactions and 888 catalyst types from USPTO. Predict which catalyst facilitates the given reaction. Reactant: [BH4-].[Na+].C([O:5][C:6]([C:8]1[CH:13]=[CH:12][N:11]=[C:10]([C:14]2[CH:19]=[C:18]([C:20](OCC)=[O:21])[CH:17]=[C:16]([C:25]3[CH:30]=[C:29]([CH2:31][CH2:32][CH2:33][CH2:34][CH2:35][CH2:36][CH2:37][CH2:38][CH2:39][CH2:40][CH2:41][CH2:42][CH2:43][CH2:44][CH2:45][CH3:46])[CH:28]=[C:27]([C:47]4[CH:52]=[C:51]([CH2:53][CH2:54][CH2:55][CH2:56][CH2:57][CH2:58][CH2:59][CH2:60][CH2:61][CH2:62][CH2:63][CH2:64][CH2:65][CH2:66][CH2:67][CH2:68][CH2:69][CH2:70][CH3:71])[CH:50]=[CH:49][N:48]=4)[N:26]=3)[N:15]=2)[CH:9]=1)=O)C.[Cl-].[NH4+].[BH4-]. Product: [OH:5][CH2:6][C:8]1[CH:13]=[CH:12][N:11]=[C:10]([C:14]2[CH:19]=[C:18]([CH2:20][OH:21])[CH:17]=[C:16]([C:25]3[CH:30]=[C:29]([CH2:31][CH2:32][CH2:33][CH2:34][CH2:35][CH2:36][CH2:37][CH2:38][CH2:39][CH2:40][CH2:41][CH2:42][CH2:43][CH2:44][CH2:45][CH3:46])[CH:28]=[C:27]([C:47]4[CH:52]=[C:51]([CH2:53][CH2:54][CH2:55][CH2:56][CH2:57][CH2:58][CH2:59][CH2:60][CH2:61][CH2:62][CH2:63][CH2:64][CH2:65][CH2:66][CH2:67][CH2:68][CH2:69][CH2:70][CH3:71])[CH:50]=[CH:49][N:48]=4)[N:26]=3)[N:15]=2)[CH:9]=1. The catalyst class is: 8.